This data is from Full USPTO retrosynthesis dataset with 1.9M reactions from patents (1976-2016). The task is: Predict the reactants needed to synthesize the given product. (1) Given the product [Cl:1][C:2]1[CH:10]=[CH:9][C:5]([C:6]([O:8][CH3:19])=[O:7])=[C:4]([CH3:11])[CH:3]=1, predict the reactants needed to synthesize it. The reactants are: [Cl:1][C:2]1[CH:10]=[CH:9][C:5]([C:6]([OH:8])=[O:7])=[C:4]([CH3:11])[CH:3]=1.S(=O)(=O)(O)O.[OH-].[Na+].[CH3:19]O. (2) Given the product [C:15]([S:19]([NH:22][C@@H:23]1[CH2:24][CH2:25][C@H:26]([C:29]2[NH:8][C:7]3[C:2](=[N:3][C:4]([C:9]4[CH:14]=[CH:13][CH:12]=[CH:11][CH:10]=4)=[N:5][CH:6]=3)[N:1]=2)[CH2:27][CH2:28]1)(=[O:21])=[O:20])([CH3:18])([CH3:16])[CH3:17], predict the reactants needed to synthesize it. The reactants are: [NH2:1][C:2]1[C:7]([NH2:8])=[CH:6][N:5]=[C:4]([C:9]2[CH:14]=[CH:13][CH:12]=[CH:11][CH:10]=2)[N:3]=1.[C:15]([S:19]([NH:22][C@@H:23]1[CH2:28][CH2:27][C@H:26]([C:29](O)=O)[CH2:25][CH2:24]1)(=[O:21])=[O:20])([CH3:18])([CH3:17])[CH3:16].